This data is from Full USPTO retrosynthesis dataset with 1.9M reactions from patents (1976-2016). The task is: Predict the reactants needed to synthesize the given product. (1) Given the product [CH2:45]([N:42]1[C:43]([CH3:44])=[C:39]([C:32]2[N:33]([CH3:38])[C:34]3[C:30]([N:31]=2)=[C:29]([N:3]2[CH2:4][CH2:5][CH:6]([N:9]4[C:17]5[C:12](=[N:13][CH:14]=[CH:15][CH:16]=5)[NH:11][C:10]4=[O:18])[CH2:7][CH2:8]2)[N:37]=[CH:36][N:35]=3)[CH:40]=[N:41]1)[CH3:46], predict the reactants needed to synthesize it. The reactants are: Cl.Cl.[NH:3]1[CH2:8][CH2:7][CH:6]([N:9]2[C:17]3[C:12](=[N:13][CH:14]=[CH:15][CH:16]=3)[NH:11][C:10]2=[O:18])[CH2:5][CH2:4]1.C(N(C(C)C)CC)(C)C.Cl[C:29]1[N:37]=[CH:36][N:35]=[C:34]2[C:30]=1[N:31]=[C:32]([C:39]1[CH:40]=[N:41][N:42]([CH2:45][CH3:46])[C:43]=1[CH3:44])[N:33]2[CH3:38]. (2) Given the product [I-:19].[Cl:7][C:6]1[N:5]([CH2:8][C:9]2[CH:18]=[CH:17][C:16]3[C:11](=[CH:12][CH:13]=[CH:14][CH:15]=3)[CH:10]=2)[CH2:4][NH+:3]([CH3:20])[C:2]=1[Cl:1], predict the reactants needed to synthesize it. The reactants are: [Cl:1][C:2]1[N:3]=[CH:4][N:5]([CH2:8][C:9]2[CH:18]=[CH:17][C:16]3[C:11](=[CH:12][CH:13]=[CH:14][CH:15]=3)[CH:10]=2)[C:6]=1[Cl:7].[I:19][CH3:20].